Dataset: Reaction yield outcomes from USPTO patents with 853,638 reactions. Task: Predict the reaction yield, written as a fraction of the theoretical maximum amount of product (1.0 means a 100% yield; for example, 0.34 means a 34% yield). (1) The reactants are C([O:3][C:4](=[O:44])[CH:5]([NH:14][C:15](=[O:43])[C:16]([CH2:28][C:29]([C:31]1[CH:36]=[CH:35][C:34]([C:37]2[CH:42]=[CH:41][CH:40]=[CH:39][CH:38]=2)=[CH:33][CH:32]=1)=[O:30])=[CH:17][C:18]1[CH:23]=[CH:22][CH:21]=[C:20]([C:24]([F:27])([F:26])[F:25])[CH:19]=1)[CH2:6][C:7]1[CH:12]=[CH:11][C:10]([Cl:13])=[CH:9][CH:8]=1)C.[OH-].[Na+]. The catalyst is C1COCC1. The product is [C:34]1([C:37]2[CH:42]=[CH:41][CH:40]=[CH:39][CH:38]=2)[CH:33]=[CH:32][C:31]([C:29](=[O:30])[CH2:28][C:16](=[CH:17][C:18]2[CH:23]=[CH:22][CH:21]=[C:20]([C:24]([F:25])([F:26])[F:27])[CH:19]=2)[C:15]([NH:14][CH:5]([CH2:6][C:7]2[CH:12]=[CH:11][C:10]([Cl:13])=[CH:9][CH:8]=2)[C:4]([OH:44])=[O:3])=[O:43])=[CH:36][CH:35]=1. The yield is 0.840. (2) The reactants are Br[CH:2]1[CH2:7][CH2:6][N:5]([C:8]([O:10][C:11]([CH3:14])([CH3:13])[CH3:12])=[O:9])[CH2:4][CH2:3]1.C([O-])([O-])=O.[K+].[K+].[N:21]1[NH:22][C:23](=[O:27])[CH:24]=[CH:25][CH:26]=1.O. The catalyst is CN(C=O)C. The product is [O:27]=[C:23]1[N:22]([CH:2]2[CH2:7][CH2:6][N:5]([C:8]([O:10][C:11]([CH3:14])([CH3:13])[CH3:12])=[O:9])[CH2:4][CH2:3]2)[N:21]=[CH:26][CH:25]=[CH:24]1. The yield is 0.170. (3) The reactants are [H-].[Na+].[NH:3]1[CH:7]=[CH:6][N:5]=[C:4]1[CH:8]=[O:9].[CH3:10][Si:11]([CH3:18])([CH3:17])[CH2:12][CH2:13][O:14][CH2:15]Cl. The catalyst is O. The product is [CH3:10][Si:11]([CH3:18])([CH3:17])[CH2:12][CH2:13][O:14][CH2:15][N:3]1[CH:7]=[CH:6][N:5]=[C:4]1[CH:8]=[O:9]. The yield is 0.720. (4) The reactants are [CH2:1]([O:3][C:4]([C:6]1[N:7]([C:23]2[CH:28]=[CH:27][C:26]([O:29][CH:30]([CH3:32])[CH3:31])=[CH:25][CH:24]=2)[C:8]2[C:13]([CH:14]=1)=[CH:12][C:11]([O:15]CC1C=CC=CC=1)=[CH:10][CH:9]=2)=[O:5])[CH3:2].Cl. The catalyst is [Pd].CCOC(C)=O. The product is [CH2:1]([O:3][C:4]([C:6]1[N:7]([C:23]2[CH:28]=[CH:27][C:26]([O:29][CH:30]([CH3:31])[CH3:32])=[CH:25][CH:24]=2)[C:8]2[C:13]([CH:14]=1)=[CH:12][C:11]([OH:15])=[CH:10][CH:9]=2)=[O:5])[CH3:2]. The yield is 0.880. (5) The reactants are [ClH:1].C(N(CC)CCNC(C1C=CC2C(=CC=C(I)C=2)C=1)=O)C.[CH2:23]([N:26]([CH2:45][CH2:46][CH3:47])[CH2:27][CH2:28][CH2:29][CH2:30][NH:31][C:32]([C:34]1[CH:43]=[CH:42][C:41]2[C:36](=[CH:37][CH:38]=[C:39]([I:44])[CH:40]=2)[N:35]=1)=[O:33])[CH2:24][CH3:25].[K+].[Br-]. No catalyst specified. The product is [ClH:1].[ClH:1].[CH2:45]([N:26]([CH2:23][CH2:24][CH3:25])[CH2:27][CH2:28][CH2:29][CH2:30][NH:31][C:32]([C:34]1[CH:43]=[CH:42][C:41]2[C:36](=[CH:37][CH:38]=[C:39]([I:44])[CH:40]=2)[N:35]=1)=[O:33])[CH2:46][CH3:47]. The yield is 0.970. (6) The reactants are [OH:1][CH:2]1[C:7]([CH3:9])([CH3:8])[CH2:6][N:5]([S:10]([C:13]2[CH:19]=[CH:18][C:16]([CH3:17])=[CH:15][CH:14]=2)(=[O:12])=[O:11])[CH2:4][CH:3]1[NH:20][C:21](=[O:28])[C:22]1[CH:27]=[CH:26][CH:25]=[CH:24][N:23]=1.CC(OI1(OC(C)=O)(OC(C)=O)OC(=O)C2C=CC=CC1=2)=O.[OH-].[Na+]. The catalyst is C(Cl)Cl. The product is [CH3:8][C:7]1([CH3:9])[CH2:6][N:5]([S:10]([C:13]2[CH:14]=[CH:15][C:16]([CH3:17])=[CH:18][CH:19]=2)(=[O:12])=[O:11])[CH2:4][CH:3]([NH:20][C:21](=[O:28])[C:22]2[CH:27]=[CH:26][CH:25]=[CH:24][N:23]=2)[C:2]1=[O:1]. The yield is 1.00. (7) The reactants are [Cl:1][C:2]1[CH:7]=[CH:6][CH:5]=[CH:4][C:3]=1[CH:8]([N:10]1[C:16]2[CH:17]=[C:18](B3OC(C)(C)C(C)(C)O3)[S:19][C:15]=2[C:14](=[O:29])[NH:13][CH2:12][CH2:11]1)[CH3:9].I[C:31]1[N:35]2[CH:36]=[CH:37][CH:38]=[CH:39][C:34]2=[N:33][CH:32]=1.C([O-])([O-])=O.[K+].[K+].O. The catalyst is C1(C)C=CC=CC=1.CCO.C1C=CC([P]([Pd]([P](C2C=CC=CC=2)(C2C=CC=CC=2)C2C=CC=CC=2)([P](C2C=CC=CC=2)(C2C=CC=CC=2)C2C=CC=CC=2)[P](C2C=CC=CC=2)(C2C=CC=CC=2)C2C=CC=CC=2)(C2C=CC=CC=2)C2C=CC=CC=2)=CC=1.CCOC(C)=O. The product is [Cl:1][C:2]1[CH:7]=[CH:6][CH:5]=[CH:4][C:3]=1[CH:8]([N:10]1[C:16]2[CH:17]=[C:18]([C:31]3[N:35]4[CH:36]=[CH:37][CH:38]=[CH:39][C:34]4=[N:33][CH:32]=3)[S:19][C:15]=2[C:14](=[O:29])[NH:13][CH2:12][CH2:11]1)[CH3:9]. The yield is 0.350. (8) The reactants are Cl[C:2]1[C:11]2[C:6](=[CH:7][C:8]([O:14][CH3:15])=[C:9]([O:12][CH3:13])[CH:10]=2)[N:5]=[CH:4][N:3]=1.[NH2:16][NH2:17]. The catalyst is C1COCC1. The product is [CH3:13][O:12][C:9]1[CH:10]=[C:11]2[C:6](=[CH:7][C:8]=1[O:14][CH3:15])[N:5]=[CH:4][N:3]=[C:2]2[NH:16][NH2:17]. The yield is 0.910. (9) The reactants are [CH3:1][S:2]([C:5]1[CH:6]=[C:7]([C:11]#[C:12][Si](C)(C)C)[CH:8]=[CH:9][CH:10]=1)(=[O:4])=[O:3].C([O-])([O-])=O.[K+].[K+]. The yield is 0.820. The product is [C:11]([C:7]1[CH:8]=[CH:9][CH:10]=[C:5]([S:2]([CH3:1])(=[O:3])=[O:4])[CH:6]=1)#[CH:12]. The catalyst is CO. (10) The reactants are [CH:1]1([NH:4][C:5]([C:7]2[N:8]=[N:9][N:10]([C:20]3[CH:25]=[CH:24][C:23]([C:26]([NH:28][CH2:29][CH3:30])=[O:27])=[CH:22][CH:21]=3)[C:11]=2[CH2:12][S:13][C:14]2[CH:19]=[CH:18][CH:17]=[CH:16][CH:15]=2)=[O:6])[CH2:3][CH2:2]1.ClC1C=CC=C(C(OO)=[O:39])C=1. The catalyst is C1COCC1.C(OCC)(=O)C. The product is [CH:1]1([NH:4][C:5]([C:7]2[N:8]=[N:9][N:10]([C:20]3[CH:21]=[CH:22][C:23]([C:26]([NH:28][CH2:29][CH3:30])=[O:27])=[CH:24][CH:25]=3)[C:11]=2[CH2:12][S:13]([C:14]2[CH:19]=[CH:18][CH:17]=[CH:16][CH:15]=2)=[O:39])=[O:6])[CH2:2][CH2:3]1. The yield is 0.253.